Dataset: Full USPTO retrosynthesis dataset with 1.9M reactions from patents (1976-2016). Task: Predict the reactants needed to synthesize the given product. (1) Given the product [CH2:1]([O:8][C:9]1[CH:14]=[CH:13][C:12]2[C:15]3[N:16]([CH2:28][CH2:29][O:30][C:11]=2[CH:10]=1)[CH:17]=[C:18]([C:20]1[N:21]([CH:25]([CH3:27])[CH3:26])[N:22]=[CH:23][N:24]=1)[N:19]=3)[C:2]1[CH:7]=[CH:6][CH:5]=[CH:4][CH:3]=1, predict the reactants needed to synthesize it. The reactants are: [CH2:1]([O:8][C:9]1[CH:14]=[CH:13][C:12]([C:15]2[N:16]([CH2:28][CH2:29][OH:30])[CH:17]=[C:18]([C:20]3[N:21]([CH:25]([CH3:27])[CH3:26])[N:22]=[CH:23][N:24]=3)[N:19]=2)=[C:11](F)[CH:10]=1)[C:2]1[CH:7]=[CH:6][CH:5]=[CH:4][CH:3]=1.[H-].[Na+]. (2) Given the product [CH2:23]([CH:31]1[CH2:32][CH2:33][NH:34][CH2:35][CH2:36]1)[CH2:24][C:25]1[CH:30]=[CH:29][CH:28]=[CH:27][CH:26]=1, predict the reactants needed to synthesize it. The reactants are: N1C=CC(C)=CC=1.C(=O)C1C=CC=CC=1.C(OC(=O)C)(=O)C.[CH:23](/[C:31]1[CH:36]=[CH:35][N:34]=[CH:33][CH:32]=1)=[CH:24]\[C:25]1[CH:30]=[CH:29][CH:28]=[CH:27][CH:26]=1.[H][H]. (3) Given the product [O:16]=[C:15]1[C:8]2=[CH:7][C:6]3[CH:5]=[C:4]([C:17]#[N:18])[CH:3]=[C:2]([C:22]4[CH:21]=[C:20]([F:19])[C:25]([F:26])=[C:24]([F:27])[CH:23]=4)[C:10]=3[N:9]2[CH2:11][CH2:12][CH2:13][NH:14]1, predict the reactants needed to synthesize it. The reactants are: Br[C:2]1[C:10]2[N:9]3[CH2:11][CH2:12][CH2:13][NH:14][C:15](=[O:16])[C:8]3=[CH:7][C:6]=2[CH:5]=[C:4]([C:17]#[N:18])[CH:3]=1.[F:19][C:20]1[CH:21]=[C:22](B(O)O)[CH:23]=[C:24]([F:27])[C:25]=1[F:26]. (4) The reactants are: C[O:2][C:3](=O)[CH2:4][N:5]1[CH:10]([CH3:11])[CH2:9][N:8]([C:12]2[S:13][C:14]([Br:17])=[CH:15][N:16]=2)[CH2:7][CH:6]1[CH3:18].[H-].C([Al+]CC(C)C)C(C)C.[Cl-].[NH4+].C(OCC)C. Given the product [Br:17][C:14]1[S:13][C:12]([N:8]2[CH2:7][CH:6]([CH3:18])[N:5]([CH2:4][CH2:3][OH:2])[CH:10]([CH3:11])[CH2:9]2)=[N:16][CH:15]=1, predict the reactants needed to synthesize it. (5) Given the product [CH2:15]([O:8][C:7](=[O:9])[C:6]1[CH:10]=[CH:11][C:12]([CH:13]=[O:14])=[C:4]([F:3])[CH:5]=1)[C:16]1[CH:21]=[CH:20][CH:19]=[CH:18][CH:17]=1, predict the reactants needed to synthesize it. The reactants are: [H-].[Na+].[F:3][C:4]1[CH:5]=[C:6]([CH:10]=[CH:11][C:12]=1[CH:13]=[O:14])[C:7]([OH:9])=[O:8].[CH2:15](Br)[C:16]1[CH:21]=[CH:20][CH:19]=[CH:18][CH:17]=1.Cl. (6) Given the product [OH:12][C:10]([C:13]1[CH:18]=[C:17]([O:19][CH2:20][CH3:21])[C:16]([NH:22][C:23]([C:25]2[NH:26][C:27]3[C:32]([CH:33]=2)=[CH:31][C:30]([Cl:34])=[CH:29][CH:28]=3)=[O:24])=[N:15][CH:14]=1)([CH3:11])[CH2:9][OH:8], predict the reactants needed to synthesize it. The reactants are: C1COCC1.C([O:8][C:9](=O)[C:10]([C:13]1[CH:14]=[N:15][C:16]([NH:22][C:23]([C:25]2[NH:26][C:27]3[C:32]([CH:33]=2)=[CH:31][C:30]([Cl:34])=[CH:29][CH:28]=3)=[O:24])=[C:17]([O:19][CH2:20][CH3:21])[CH:18]=1)([OH:12])[CH3:11])C.[BH4-].[Li+]. (7) Given the product [CH2:17]([CH:5]([C:6]([Cl:8])=[O:7])[C:30]([Cl:34])=[O:32])[CH3:18], predict the reactants needed to synthesize it. The reactants are: CS(C)=O.[C:5](Cl)(=O)[C:6]([Cl:8])=[O:7].FC1C=C(C=[C:17](F)[CH:18]=1)N.C(O[BH-](O[C:30](=[O:32])C)OC(=O)C)(=O)C.C(Cl)[Cl:34].